Dataset: Catalyst prediction with 721,799 reactions and 888 catalyst types from USPTO. Task: Predict which catalyst facilitates the given reaction. (1) Product: [ClH:1].[NH2:15][C@@H:16]([CH3:54])[C:17]([NH:19][C@@H:20]([CH3:53])[C:21]([NH:23][CH2:24][C:25](=[C:27]1[CH2:32][CH2:31][CH2:30][N:29]([C:33]2[C:42]([O:43][CH3:44])=[C:41]3[C:36]([C:37](=[O:51])[C:38]([C:48]([OH:50])=[O:49])=[CH:39][N:40]3[CH:45]3[CH2:46][CH2:47]3)=[CH:35][C:34]=2[F:52])[CH2:28]1)[F:26])=[O:22])=[O:18]. The catalyst class is: 2. Reactant: [ClH:1].O1CCOCC1.C(OC([NH:15][C@@H:16]([CH3:54])[C:17]([NH:19][CH:20]([CH3:53])[C:21]([NH:23][CH2:24][C:25](=[C:27]1[CH2:32][CH2:31][CH2:30][N:29]([C:33]2[C:42]([O:43][CH3:44])=[C:41]3[C:36]([C:37](=[O:51])[C:38]([C:48]([OH:50])=[O:49])=[CH:39][N:40]3[CH:45]3[CH2:47][CH2:46]3)=[CH:35][C:34]=2[F:52])[CH2:28]1)[F:26])=[O:22])=[O:18])=O)(C)(C)C. (2) Reactant: CC1(C)[O:6][C@H:5]([CH2:7][N:8]2[CH2:17][CH2:16][C:15]3[C:14]([N:18]4[CH2:23][CH2:22][O:21][CH2:20][C@@H:19]4[CH3:24])=[N:13][C:12]([C:25]4[CH:30]=[CH:29][C:28]([NH:31][C:32]([NH:34][CH2:35][CH3:36])=[O:33])=[CH:27][CH:26]=4)=[N:11][C:10]=3[CH2:9]2)[CH2:4][O:3]1.Cl. Product: [OH:6][C@@H:5]([CH2:4][OH:3])[CH2:7][N:8]1[CH2:17][CH2:16][C:15]2[C:14]([N:18]3[CH2:23][CH2:22][O:21][CH2:20][C@@H:19]3[CH3:24])=[N:13][C:12]([C:25]3[CH:30]=[CH:29][C:28]([NH:31][C:32]([NH:34][CH2:35][CH3:36])=[O:33])=[CH:27][CH:26]=3)=[N:11][C:10]=2[CH2:9]1. The catalyst class is: 6. (3) Reactant: [Cl:1][C:2]1[CH:7]=[C:6]2[NH:8][C:9](=[O:32])[C:10]3([CH:15]([C:16]4[CH:21]=[CH:20][CH:19]=[C:18]([Cl:22])[CH:17]=4)[CH2:14][C:13](=[O:23])[NH:12][CH:11]3[C:24]3[CH:29]=[C:28]([F:30])[CH:27]=[CH:26][C:25]=3[CH3:31])[C:5]2=[CH:4][CH:3]=1.[CH3:33][O:34][CH:35]([Si:37]([CH3:40])([CH3:39])[CH3:38])[CH3:36].[H-].[Li+].[Cl:43][CH2:44][CH2:45][CH2:46]I. Product: [Cl:1][C:2]1[CH:7]=[C:6]2[NH:8][C:9](=[O:32])[C:10]3([CH:15]([C:16]4[CH:21]=[CH:20][CH:19]=[C:18]([Cl:22])[CH:17]=4)[CH2:14][C:13](=[O:23])[N:12]([CH2:46][CH2:45][CH2:44][Cl:43])[CH:11]3[C:24]3[CH:29]=[C:28]([F:30])[CH:27]=[CH:26][C:25]=3[CH3:31])[C:5]2=[CH:4][CH:3]=1.[CH3:33][O:34][CH:35]([Si:37]([CH3:40])([CH3:39])[CH3:38])[CH3:36]. The catalyst class is: 9. (4) Reactant: O.[OH-].[Li+].[CH3:4][C:5]1[S:9][C:8]([C:10]2[CH:15]=[CH:14][CH:13]=[CH:12][CH:11]=2)=[N:7][C:6]=1[CH2:16][O:17][C:18]1[CH:39]=[CH:38][C:21]([CH2:22][O:23]/[N:24]=[C:25](/[C:32]2[CH:37]=[CH:36][CH:35]=[CH:34][CH:33]=2)\[CH2:26][CH2:27][C:28]([O:30]C)=[O:29])=[CH:20][CH:19]=1.O.Cl. Product: [CH3:4][C:5]1[S:9][C:8]([C:10]2[CH:11]=[CH:12][CH:13]=[CH:14][CH:15]=2)=[N:7][C:6]=1[CH2:16][O:17][C:18]1[CH:39]=[CH:38][C:21]([CH2:22][O:23]/[N:24]=[C:25](/[C:32]2[CH:37]=[CH:36][CH:35]=[CH:34][CH:33]=2)\[CH2:26][CH2:27][C:28]([OH:30])=[O:29])=[CH:20][CH:19]=1. The catalyst class is: 83.